From a dataset of Full USPTO retrosynthesis dataset with 1.9M reactions from patents (1976-2016). Predict the reactants needed to synthesize the given product. Given the product [NH2:2][C:3]1[C:4]2[C:14]([O:15][CH2:16][C:17]([NH:20][C:28](=[O:35])[C:29]3[CH:34]=[CH:33][N:32]=[CH:31][CH:30]=3)([CH3:18])[CH3:19])=[CH:13][CH:12]=[CH:11][C:5]=2[NH:6][S:7](=[O:10])(=[O:9])[N:8]=1, predict the reactants needed to synthesize it. The reactants are: Cl.[NH2:2][C:3]1[C:4]2[C:14]([O:15][CH2:16][C:17]([NH2:20])([CH3:19])[CH3:18])=[CH:13][CH:12]=[CH:11][C:5]=2[NH:6][S:7](=[O:10])(=[O:9])[N:8]=1.C(N(CC)CC)C.[C:28](O)(=[O:35])[C:29]1[CH:34]=[CH:33][N:32]=[CH:31][CH:30]=1.CCN=C=NCCCN(C)C.C1C=CC2N(O)N=NC=2C=1.